This data is from Reaction yield outcomes from USPTO patents with 853,638 reactions. The task is: Predict the reaction yield, written as a fraction of the theoretical maximum amount of product (1.0 means a 100% yield; for example, 0.34 means a 34% yield). (1) The reactants are [NH2:1][C:2]1[N:6]([CH2:7][C:8]2[CH:13]=[CH:12][CH:11]=[CH:10][C:9]=2[Cl:14])[N:5]=[N:4][C:3]=1[C:15]([NH2:17])=[O:16].C([O:21][C:22]([CH3:27])([CH3:26])[C:23](Cl)=O)(=O)C.O. The catalyst is N1C=CC=CC=1. The product is [Cl:14][C:9]1[CH:10]=[CH:11][CH:12]=[CH:13][C:8]=1[CH2:7][N:6]1[C:2]2[N:1]=[C:23]([C:22]([OH:21])([CH3:27])[CH3:26])[NH:17][C:15](=[O:16])[C:3]=2[N:4]=[N:5]1. The yield is 0.370. (2) The reactants are [I:1][C:2]1[C:3]([NH2:17])=[N:4][C:5](=[O:16])[N:6]([CH:15]=1)[C@@H:7]1[O:14][C@H:11]([CH2:12][OH:13])[C@@H:9]([OH:10])[CH2:8]1.N1C=CN=C1.[Si:23](Cl)([C:26]([CH3:29])([CH3:28])[CH3:27])([CH3:25])[CH3:24]. The catalyst is CN(C=O)C. The product is [Si:23]([O:13][CH2:12][C@H:11]1[O:14][C@@H:7]([N:6]2[CH:15]=[C:2]([I:1])[C:3]([NH2:17])=[N:4][C:5]2=[O:16])[CH2:8][C@@H:9]1[OH:10])([C:26]([CH3:29])([CH3:28])[CH3:27])([CH3:25])[CH3:24]. The yield is 0.720. (3) The reactants are [NH2:1][C:2]1[CH:9]=[CH:8][C:5]([C:6]#[N:7])=[CH:4][C:3]=1[Cl:10].C([O-])([O-])=O.[Cs+].[Cs+].Cl[C:18]1[C:23]([CH3:24])=[C:22]([N:25]([CH:33]2[CH2:35][CH2:34]2)C(=O)OC(C)(C)C)[N:21]2[N:36]=[CH:37][C:38]([CH:39]=[O:40])=[C:20]2[N:19]=1.C1C=CC(P(C2C(C3C(P(C4C=CC=CC=4)C4C=CC=CC=4)=CC=C4C=3C=CC=C4)=C3C(C=CC=C3)=CC=2)C2C=CC=CC=2)=CC=1. The catalyst is O1CCOCC1.C([O-])(=O)C.[Pd+2].C([O-])(=O)C.CCOCC. The product is [Cl:10][C:3]1[CH:4]=[C:5]([CH:8]=[CH:9][C:2]=1[NH:1][C:18]1[C:23]([CH3:24])=[C:22]([NH:25][CH:33]2[CH2:34][CH2:35]2)[N:21]2[N:36]=[CH:37][C:38]([CH:39]=[O:40])=[C:20]2[N:19]=1)[C:6]#[N:7]. The yield is 0.330. (4) The reactants are Br[C:2]1[N:7]=[C:6]2[N:8]([C@H:13]3[CH2:18][CH2:17][C@H:16]([O:19][CH3:20])[CH2:15][CH2:14]3)[C:9](=[O:12])[CH2:10][NH:11][C:5]2=[N:4][CH:3]=1.BrC1N=C([NH:35][C@H:36]2[CH2:41][CH2:40][C@H:39](OC)[CH2:38]C2)C(NCC(OCC)=O)=NC=1.[C:44]([OH:50])([C:46](F)(F)F)=O.[C:51](=O)(O)[O-].[Na+]. The catalyst is O.CO. The product is [OH:50][C:44]([C:36]1[N:35]=[CH:38][C:39]([C:2]2[N:7]=[C:6]3[N:8]([C@H:13]4[CH2:18][CH2:17][C@H:16]([O:19][CH3:20])[CH2:15][CH2:14]4)[C:9](=[O:12])[CH2:10][NH:11][C:5]3=[N:4][CH:3]=2)=[CH:40][CH:41]=1)([CH3:46])[CH3:51]. The yield is 0.550. (5) The reactants are [Cl:1][C:2]1[N:3]=[C:4](Cl)[C:5]2[CH2:10][CH2:9][CH2:8][C:6]=2[N:7]=1.[C:12]1(B(O)O)[CH:17]=[CH:16][CH:15]=[CH:14][CH:13]=1.C(N(CC)CC)C.CN(C)C=O. The catalyst is C(OCC)(=O)C.O. The product is [Cl:1][C:2]1[N:3]=[C:4]([C:12]2[CH:17]=[CH:16][CH:15]=[CH:14][CH:13]=2)[C:5]2[CH2:10][CH2:9][CH2:8][C:6]=2[N:7]=1. The yield is 0.520.